From a dataset of Forward reaction prediction with 1.9M reactions from USPTO patents (1976-2016). Predict the product of the given reaction. (1) Given the reactants [Na].Cl[C:3]1[N:11]=[C:10]2[C:6]([N:7]=[C:8]([OH:24])[N:9]2[CH2:12][C:13]2[CH:18]=[CH:17][CH:16]=[C:15]([CH2:19][C:20]([O:22][CH3:23])=[O:21])[CH:14]=2)=[C:5]([NH2:25])[N:4]=1.[CH3:26][S:27][CH2:28][CH2:29][OH:30], predict the reaction product. The product is: [OH:24][C:8]1[N:9]([CH2:12][C:13]2[CH:18]=[CH:17][CH:16]=[C:15]([CH2:19][C:20]([O:22][CH3:23])=[O:21])[CH:14]=2)[C:10]2[C:6]([N:7]=1)=[C:5]([NH2:25])[N:4]=[C:3]([O:30][CH2:29][CH2:28][S:27][CH3:26])[N:11]=2. (2) Given the reactants [N+:1]([C:4]1[CH:5]=[C:6]([OH:10])[CH:7]=[CH:8][CH:9]=1)([O-:3])=[O:2].C=O.Cl.C[CH2:15][O:16][C:17](C)=O, predict the reaction product. The product is: [N+:1]([C:4]1[C:5]2[CH2:17][O:16][CH2:15][O:10][C:6]=2[CH:7]=[CH:8][CH:9]=1)([O-:3])=[O:2]. (3) Given the reactants [NH2:1][CH2:2][C:3]([CH3:7])([CH3:6])[CH2:4][OH:5].N1C=CN=C1.[C:13]([Si:17](Cl)([CH3:19])[CH3:18])([CH3:16])([CH3:15])[CH3:14], predict the reaction product. The product is: [Si:17]([O:5][CH2:4][C:3]([CH3:7])([CH3:6])[CH2:2][NH2:1])([C:13]([CH3:16])([CH3:15])[CH3:14])([CH3:19])[CH3:18]. (4) Given the reactants [CH:1]1([N:4]2[C:13]3[C:8](=[CH:9][C:10]([F:19])=[C:11]([F:18])[C:12]=3[O:14][CH:15]([F:17])[F:16])[C:7](=[O:20])[C:6]([C:21]([O:23][CH2:24][CH3:25])=[O:22])=[CH:5]2)[CH2:3][CH2:2]1.[N+:26]([O-])([O-:28])=[O:27].[K+], predict the reaction product. The product is: [CH:1]1([N:4]2[C:13]3[C:8](=[C:9]([N+:26]([O-:28])=[O:27])[C:10]([F:19])=[C:11]([F:18])[C:12]=3[O:14][CH:15]([F:16])[F:17])[C:7](=[O:20])[C:6]([C:21]([O:23][CH2:24][CH3:25])=[O:22])=[CH:5]2)[CH2:2][CH2:3]1. (5) Given the reactants [CH2:1]([O:8][CH2:9][N:10]1[C:18]2[C:17]([O:19][CH3:20])=[N:16][CH:15]=[N:14][C:13]=2[C:12]([CH2:21][NH:22][C@H:23]([C@H:29]([OH:35])[C:30](OCC)=[O:31])[C:24](OCC)=[O:25])=[CH:11]1)[C:2]1[CH:7]=[CH:6][CH:5]=[CH:4][CH:3]=1.[BH4-].[Li+], predict the reaction product. The product is: [CH2:1]([O:8][CH2:9][N:10]1[C:18]2[C:17]([O:19][CH3:20])=[N:16][CH:15]=[N:14][C:13]=2[C:12]([CH2:21][NH:22][C@H:23]([CH2:24][OH:25])[C@H:29]([OH:35])[CH2:30][OH:31])=[CH:11]1)[C:2]1[CH:3]=[CH:4][CH:5]=[CH:6][CH:7]=1. (6) Given the reactants [Br:1][C:2]1[CH:3]=[CH:4][C:5]([NH:8][NH:9][C:10](=O)[C:11]([F:16])([F:15])[CH2:12][O:13][CH3:14])=[N:6][CH:7]=1.O.C1(C)C=CC(S(O)(=O)=O)=CC=1, predict the reaction product. The product is: [Br:1][C:2]1[CH:3]=[CH:4][C:5]2[N:6]([C:10]([C:11]([F:16])([F:15])[CH2:12][O:13][CH3:14])=[N:9][N:8]=2)[CH:7]=1. (7) The product is: [Cl:41]/[C:5](=[N:39]\[C:31]1[CH:32]=[C:33]([N+:36]([O-:38])=[O:37])[CH:34]=[CH:35][C:30]=1[CH:27]1[CH2:29][CH2:28]1)/[C:1]([F:4])([F:3])[F:2]. Given the reactants [C:1]([C:5](O)=O)([F:4])([F:3])[F:2].C1C=CC(P(C2C=CC=CC=2)C2C=CC=CC=2)=CC=1.[CH:27]1([C:30]2[CH:35]=[CH:34][C:33]([N+:36]([O-:38])=[O:37])=[CH:32][C:31]=2[NH2:39])[CH2:29][CH2:28]1.C(Cl)(Cl)(Cl)[Cl:41], predict the reaction product. (8) Given the reactants [N:1]1([S:11]([C:14]2[CH:22]=[CH:21][C:17]([C:18](O)=[O:19])=[CH:16][CH:15]=2)(=[O:13])=[O:12])[C:10]2[C:5](=[CH:6][CH:7]=[CH:8][CH:9]=2)[CH2:4][CH2:3][CH2:2]1.[NH2:23][C:24]1[CH:29]=[CH:28][CH:27]=[CH:26][C:25]=1[NH:30][C:31](=[O:33])[CH3:32], predict the reaction product. The product is: [C:31]([NH:30][C:25]1[CH:26]=[CH:27][CH:28]=[CH:29][C:24]=1[NH:23][C:18](=[O:19])[C:17]1[CH:16]=[CH:15][C:14]([S:11]([N:1]2[C:10]3[C:5](=[CH:6][CH:7]=[CH:8][CH:9]=3)[CH2:4][CH2:3][CH2:2]2)(=[O:13])=[O:12])=[CH:22][CH:21]=1)(=[O:33])[CH3:32]. (9) The product is: [CH3:38][C:27]1[CH:26]=[C:25]([O:13][CH2:12][CH2:11][CH2:10][CH2:9][C:8]2[C:4]([CH2:1][CH2:2][CH3:3])=[N:5][N:6]([C:14]3[CH:19]=[CH:18][C:17]([C:20]([F:22])([F:21])[F:23])=[CH:16][N:15]=3)[CH:7]=2)[CH:30]=[CH:29][C:28]=1[CH2:31][CH2:32][C:33]([OH:35])=[O:34]. Given the reactants [CH2:1]([C:4]1[C:8]([CH2:9][CH2:10][CH2:11][CH2:12][OH:13])=[CH:7][N:6]([C:14]2[CH:19]=[CH:18][C:17]([C:20]([F:23])([F:22])[F:21])=[CH:16][N:15]=2)[N:5]=1)[CH2:2][CH3:3].O[C:25]1[CH:30]=[CH:29][C:28]([CH2:31][CH2:32][C:33]([O:35]CC)=[O:34])=[C:27]([CH3:38])[CH:26]=1.C(P(CCCC)CCCC)CCC.N(C(N1CCCCC1)=O)=NC(N1CCCCC1)=O, predict the reaction product.